Predict the product of the given reaction. From a dataset of Forward reaction prediction with 1.9M reactions from USPTO patents (1976-2016). (1) Given the reactants [CH2:1]=[C:2]1[CH:7]2[CH2:8][CH:4]([CH2:5][CH2:6]2)[C:3]1=[O:9].O1CC[CH2:12][CH2:11]1, predict the reaction product. The product is: [C:11]([C:3]1([OH:9])[C:2](=[CH2:1])[CH:7]2[CH2:8][CH:4]1[CH2:5][CH2:6]2)#[CH:12]. (2) Given the reactants [F:1][C:2]([F:30])([C:10]1[CH:15]=[CH:14][C:13]([N:16]2[CH:20]=[N:19][C:18]([C:21]3[CH:29]=[CH:28][C:24]([C:25]([OH:27])=O)=[CH:23][CH:22]=3)=[N:17]2)=[CH:12][CH:11]=1)[C:3]([F:9])([F:8])[C:4]([F:7])([F:6])[F:5].C1(P([N:45]=[N+:46]=[N-:47])(C2C=CC=CC=2)=O)C=CC=CC=1.C(N(CC)CC)C, predict the reaction product. The product is: [F:1][C:2]([F:30])([C:10]1[CH:15]=[CH:14][C:13]([N:16]2[CH:20]=[N:19][C:18]([C:21]3[CH:29]=[CH:28][C:24]([C:25]([N:45]=[N+:46]=[N-:47])=[O:27])=[CH:23][CH:22]=3)=[N:17]2)=[CH:12][CH:11]=1)[C:3]([F:9])([F:8])[C:4]([F:6])([F:5])[F:7].